Dataset: Full USPTO retrosynthesis dataset with 1.9M reactions from patents (1976-2016). Task: Predict the reactants needed to synthesize the given product. (1) Given the product [NH2:1][C:2]1[CH:11]=[C:10]2[C:5]([CH:6]=[CH:7][C:8]([O:12][S:26]([C:29]([F:32])([F:31])[F:30])(=[O:28])=[O:27])=[CH:9]2)=[CH:4][CH:3]=1, predict the reactants needed to synthesize it. The reactants are: [NH2:1][C:2]1[CH:11]=[C:10]2[C:5]([CH:6]=[CH:7][C:8]([OH:12])=[CH:9]2)=[CH:4][CH:3]=1.CC(C)([O-])C.[Na+].C1C=CC(N([S:26]([C:29]([F:32])([F:31])[F:30])(=[O:28])=[O:27])[S:26]([C:29]([F:32])([F:31])[F:30])(=[O:28])=[O:27])=CC=1. (2) Given the product [F:28][C:29]([F:44])([F:43])[C:30]1[CH:31]=[C:32]([C:33]([N:8]2[CH2:13][CH2:12][C@H:11]([N:22]3[CH2:27][CH2:26][S:25][CH2:24][CH2:23]3)[C@H:10]([C:15]3[CH:16]=[CH:17][C:18]([Cl:21])=[CH:19][CH:20]=3)[CH2:9]2)=[O:34])[CH:36]=[C:37]([C:39]([F:42])([F:41])[F:40])[CH:38]=1, predict the reactants needed to synthesize it. The reactants are: C([N:8]1[CH2:13][CH2:12][C:11](=O)[CH:10]([C:15]2[CH:20]=[CH:19][C:18]([Cl:21])=[CH:17][CH:16]=2)[CH2:9]1)C1C=CC=CC=1.[NH:22]1[CH2:27][CH2:26][S:25][CH2:24][CH2:23]1.[F:28][C:29]([F:44])([F:43])[C:30]1[CH:31]=[C:32]([CH:36]=[C:37]([C:39]([F:42])([F:41])[F:40])[CH:38]=1)[C:33](Cl)=[O:34]. (3) The reactants are: [NH2:1][CH:2]([C:5]1[C:6](=[O:16])[NH:7][C:8]([CH:11]2[CH2:15][CH2:14][CH2:13][CH2:12]2)=[N:9][N:10]=1)[CH2:3][CH3:4].[CH:17]1([C:21](Cl)=[O:22])[CH2:20][CH2:19][CH2:18]1. Given the product [CH:11]1([C:8]2[NH:7][C:6](=[O:16])[C:5]([CH:2]([NH:1][C:21]([CH:17]3[CH2:20][CH2:19][CH2:18]3)=[O:22])[CH2:3][CH3:4])=[N:10][N:9]=2)[CH2:15][CH2:14][CH2:13][CH2:12]1, predict the reactants needed to synthesize it. (4) Given the product [N:30]1[N:31]2[CH:36]=[CH:35][N:34]=[CH:33][C:32]2=[C:28]([C:26]2[N:27]=[C:22]([NH:1][C@@H:2]3[CH2:7][CH2:6][CH2:5][N:4]([C:8]([O:10][C:11]([CH3:14])([CH3:13])[CH3:12])=[O:9])[CH2:3]3)[CH:23]=[N:24][CH:25]=2)[CH:29]=1, predict the reactants needed to synthesize it. The reactants are: [NH2:1][C@@H:2]1[CH2:7][CH2:6][CH2:5][N:4]([C:8]([O:10][C:11]([CH3:14])([CH3:13])[CH3:12])=[O:9])[CH2:3]1.C(=O)([O-])[O-].[Cs+].[Cs+].Cl[C:22]1[N:27]=[C:26]([C:28]2[CH:29]=[N:30][N:31]3[CH:36]=[CH:35][N:34]=[CH:33][C:32]=23)[CH:25]=[N:24][CH:23]=1.